Dataset: Forward reaction prediction with 1.9M reactions from USPTO patents (1976-2016). Task: Predict the product of the given reaction. (1) Given the reactants [NH2:1][CH2:2][CH:3]([C:9]1([CH3:14])[O:13][CH2:12][CH2:11][O:10]1)[C:4]([O:6][CH2:7][CH3:8])=[O:5].[Br:15][C:16]1[CH:17]=[C:18]2[C:23](=O)[O:22][C:20](=[O:21])[C:19]2=[CH:25][CH:26]=1, predict the reaction product. The product is: [Br:15][C:16]1[CH:17]=[C:18]2[C:19](=[CH:25][CH:26]=1)[C:20](=[O:21])[N:1]([CH2:2][CH:3]([C:9]1([CH3:14])[O:10][CH2:11][CH2:12][O:13]1)[C:4]([O:6][CH2:7][CH3:8])=[O:5])[C:23]2=[O:22]. (2) Given the reactants [CH3:1][O:2][C:3]1[N:8]=[C:7]([O:9][CH3:10])[C:6](B(O)O)=[CH:5][N:4]=1.Br[C:15]1[CH:20]=[CH:19][CH:18]=[C:17]([CH3:21])[N:16]=1.C([O-])([O-])=O.[Na+].[Na+].C1C=CC(P(C2C=CC=CC=2)C2C=CC=CC=2)=CC=1, predict the reaction product. The product is: [CH3:1][O:2][C:3]1[N:8]=[C:7]([O:9][CH3:10])[C:6]([C:15]2[CH:20]=[CH:19][CH:18]=[C:17]([CH3:21])[N:16]=2)=[CH:5][N:4]=1. (3) Given the reactants [Br:1][C:2]1[CH:7]=[C:6]([Cl:8])[CH:5]=[CH:4][C:3]=1[CH2:9][C:10]([OH:12])=O.C1COCC1.B.Cl.O.C(Cl)Cl.N1C=CN=C1.[Si:29](Cl)([C:32]([CH3:35])([CH3:34])[CH3:33])([CH3:31])[CH3:30], predict the reaction product. The product is: [Br:1][C:2]1[CH:7]=[C:6]([Cl:8])[CH:5]=[CH:4][C:3]=1[CH2:9][CH2:10][O:12][Si:29]([C:32]([CH3:35])([CH3:34])[CH3:33])([CH3:31])[CH3:30].